From a dataset of NCI-60 drug combinations with 297,098 pairs across 59 cell lines. Regression. Given two drug SMILES strings and cell line genomic features, predict the synergy score measuring deviation from expected non-interaction effect. (1) Drug 1: CS(=O)(=O)C1=CC(=C(C=C1)C(=O)NC2=CC(=C(C=C2)Cl)C3=CC=CC=N3)Cl. Drug 2: CN(CC1=CN=C2C(=N1)C(=NC(=N2)N)N)C3=CC=C(C=C3)C(=O)NC(CCC(=O)O)C(=O)O. Cell line: NCI-H226. Synergy scores: CSS=13.9, Synergy_ZIP=-3.26, Synergy_Bliss=1.66, Synergy_Loewe=-0.424, Synergy_HSA=1.86. (2) Drug 1: C1=CC(=C2C(=C1NCCNCCO)C(=O)C3=C(C=CC(=C3C2=O)O)O)NCCNCCO. Drug 2: C1=CC(=CC=C1C#N)C(C2=CC=C(C=C2)C#N)N3C=NC=N3. Cell line: SF-295. Synergy scores: CSS=59.3, Synergy_ZIP=-5.44, Synergy_Bliss=-6.32, Synergy_Loewe=-41.4, Synergy_HSA=-4.91. (3) Drug 1: CC1=C(C=C(C=C1)C(=O)NC2=CC(=CC(=C2)C(F)(F)F)N3C=C(N=C3)C)NC4=NC=CC(=N4)C5=CN=CC=C5. Drug 2: C1C(C(OC1N2C=NC(=NC2=O)N)CO)O. Cell line: SK-MEL-2. Synergy scores: CSS=22.5, Synergy_ZIP=1.50, Synergy_Bliss=-1.14, Synergy_Loewe=5.43, Synergy_HSA=5.70.